Predict the reactants needed to synthesize the given product. From a dataset of Full USPTO retrosynthesis dataset with 1.9M reactions from patents (1976-2016). (1) Given the product [O:25]1[C:26]2[C:31](=[CH:30][CH:29]=[CH:28][CH:27]=2)[CH:32]=[CH:23][C:24]1=[O:33], predict the reactants needed to synthesize it. The reactants are: [Br-].C1(C[N+]2(CC([C:23]3[C:24](=[O:33])[O:25][C:26]4[C:31]([CH:32]=3)=[CH:30][CH:29]=[CH:28][CH:27]=4)=O)C=CC(C3C=C[NH+]=CC=3)=CC2)C=CC(C[N+]2C=CC(C3C=C[N+](CC(=O)[C:23]4[C:24](=[O:33])[O:25][C:26]5[C:31]([CH:32]=4)=[CH:30][CH:29]=[CH:28][CH:27]=5)=CC=3)=CC=2)=CC=1.[Br-].[Br-].[Br-].BrCC(C1C(=O)OC2C(C=1)=CC=CC=2)=O. (2) Given the product [F:33][C:34]1[C:39]([O:40][CH3:41])=[CH:38][CH:37]=[CH:36][C:35]=1[C:2]1[C:3](=[O:32])[N:4]([CH2:19][C@@H:20]([C:26]2[CH:31]=[CH:30][CH:29]=[CH:28][CH:27]=2)[CH2:21][OH:22])[C:5](=[O:18])[N:6]([CH2:9][C:10]2[C:15]([F:16])=[CH:14][CH:13]=[CH:12][C:11]=2[F:17])[C:7]=1[CH3:8], predict the reactants needed to synthesize it. The reactants are: Br[C:2]1[C:3](=[O:32])[N:4]([CH2:19][C@@H:20]([C:26]2[CH:31]=[CH:30][CH:29]=[CH:28][CH:27]=2)[CH2:21][O:22]C(=O)C)[C:5](=[O:18])[N:6]([CH2:9][C:10]2[C:15]([F:16])=[CH:14][CH:13]=[CH:12][C:11]=2[F:17])[C:7]=1[CH3:8].[F:33][C:34]1[C:39]([O:40][CH3:41])=[CH:38][CH:37]=[CH:36][C:35]=1B(O)O.C([O-])([O-])=O.[Na+].[Na+].N#N. (3) Given the product [CH3:26][C:27]1[N:13]([CH2:14][C:15]2[C:24]3[C:19](=[CH:20][CH:21]=[CH:22][CH:23]=3)[CH:18]=[CH:17][CH:16]=2)[C:11]2=[N:12][C:7]([N:4]3[CH2:5][CH2:6][O:1][CH2:2][CH2:3]3)=[CH:8][CH:9]=[C:10]2[N:25]=1, predict the reactants needed to synthesize it. The reactants are: [O:1]1[CH2:6][CH2:5][N:4]([C:7]2[N:12]=[C:11]([NH:13][CH2:14][C:15]3[C:24]4[C:19](=[CH:20][CH:21]=[CH:22][CH:23]=4)[CH:18]=[CH:17][CH:16]=3)[C:10]([NH2:25])=[CH:9][CH:8]=2)[CH2:3][CH2:2]1.[CH3:26][C:27](O)=O. (4) Given the product [I:1][C:2]1[O:3][CH:4]=[CH:5][C:6]=1[C:7]([NH:22][CH2:21][C:20]([F:24])([F:23])[F:19])=[O:8], predict the reactants needed to synthesize it. The reactants are: [I:1][C:2]1[O:3][CH:4]=[CH:5][C:6]=1[C:7](Cl)=[O:8].CCN(C(C)C)C(C)C.[F:19][C:20]([F:24])([F:23])[CH2:21][NH2:22]. (5) Given the product [CH2:10]([O:1][C:2]1[CH:9]=[CH:8][CH:7]=[CH:6][C:3]=1[CH:4]=[O:5])[C:11]1[CH:16]=[CH:15][CH:14]=[CH:13][CH:12]=1, predict the reactants needed to synthesize it. The reactants are: [OH:1][C:2]1[CH:9]=[CH:8][CH:7]=[CH:6][C:3]=1[CH:4]=[O:5].[CH2:10](Br)[C:11]1[CH:16]=[CH:15][CH:14]=[CH:13][CH:12]=1.C(=O)([O-])[O-].[Cs+].[Cs+].O.